This data is from Drug half-life prediction data from Obach et al.. The task is: Regression/Classification. Given a drug SMILES string, predict its absorption, distribution, metabolism, or excretion properties. Task type varies by dataset: regression for continuous measurements (e.g., permeability, clearance, half-life) or binary classification for categorical outcomes (e.g., BBB penetration, CYP inhibition). For this dataset (half_life_obach), we predict log10(half-life) (log10 of half-life in hours). (1) The log10(half-life) is 0.400. The molecule is CC(=O)Nc1ccc(O)cc1. (2) The molecule is CO/N=C(\C(=O)N[C@@H]1C(=O)N2C(C(=O)[O-])=C(C[N+]3(C)CCCC3)CS[C@H]12)c1csc(N)n1. The log10(half-life) is 0.280. (3) The compound is C[C@H]1O[C@@H](n2cc(F)c(=O)[nH]c2=O)[C@H](O)[C@@H]1O. The log10(half-life) is -0.460.